From a dataset of Forward reaction prediction with 1.9M reactions from USPTO patents (1976-2016). Predict the product of the given reaction. Given the reactants [F:1][C:2]1[CH:3]=[C:4]([N+:19]([O-:21])=[O:20])[C:5]([NH:9][C@H:10]([C:12]2[N:17]=[CH:16][C:15]([F:18])=[CH:14][N:13]=2)[CH3:11])=[N:6][C:7]=1F.[CH3:22][O:23][C:24]1[NH:28][N:27]=[C:26]([NH2:29])[CH:25]=1, predict the reaction product. The product is: [F:1][C:2]1[C:7]([NH:29][C:26]2[CH:25]=[C:24]([O:23][CH3:22])[NH:28][N:27]=2)=[N:6][C:5]([NH:9][C@H:10]([C:12]2[N:17]=[CH:16][C:15]([F:18])=[CH:14][N:13]=2)[CH3:11])=[C:4]([N+:19]([O-:21])=[O:20])[CH:3]=1.